Dataset: Reaction yield outcomes from USPTO patents with 853,638 reactions. Task: Predict the reaction yield, written as a fraction of the theoretical maximum amount of product (1.0 means a 100% yield; for example, 0.34 means a 34% yield). The reactants are [CH2:1]([C:5]1[N:6]=[C:7]([CH2:27][CH3:28])[NH:8][C:9](=[O:26])[C:10]=1[CH2:11][C:12]1[CH:17]=[CH:16][C:15]([C:18]2[C:19]([C:24]#[N:25])=[CH:20][CH:21]=[CH:22][CH:23]=2)=[CH:14][CH:13]=1)[CH2:2][CH2:3][CH3:4].[C:29]1(B(O)O)[CH:34]=[CH:33][CH:32]=[CH:31][CH:30]=1.N1C=CC=CC=1.C(N(CC)CC)C. The catalyst is C(OCC)(=O)C.C([O-])(=O)C.[Cu+2].C([O-])(=O)C.ClCCl. The product is [CH2:1]([C:5]1[N:6]=[C:7]([CH2:27][CH3:28])[N:8]([C:29]2[CH:34]=[CH:33][CH:32]=[CH:31][CH:30]=2)[C:9](=[O:26])[C:10]=1[CH2:11][C:12]1[CH:17]=[CH:16][C:15]([C:18]2[C:19]([C:24]#[N:25])=[CH:20][CH:21]=[CH:22][CH:23]=2)=[CH:14][CH:13]=1)[CH2:2][CH2:3][CH3:4]. The yield is 0.550.